This data is from Reaction yield outcomes from USPTO patents with 853,638 reactions. The task is: Predict the reaction yield, written as a fraction of the theoretical maximum amount of product (1.0 means a 100% yield; for example, 0.34 means a 34% yield). The reactants are [NH2:1][C:2]1[C:19]([C:20]#[CH:21])=[CH:18][C:5]([C:6]([N:8]=[S@@:9]([CH3:17])(=[O:16])[C:10]2[CH:15]=[CH:14][CH:13]=[CH:12][CH:11]=2)=[O:7])=[CH:4][N:3]=1.I[C:23]1[CH:28]=[CH:27][C:26]([OH:29])=[CH:25][CH:24]=1. No catalyst specified. The product is [NH2:1][C:2]1[C:19]([C:20]#[C:21][C:23]2[CH:28]=[CH:27][C:26]([OH:29])=[CH:25][CH:24]=2)=[CH:18][C:5]([C:6]([N:8]=[S@@:9]([CH3:17])(=[O:16])[C:10]2[CH:15]=[CH:14][CH:13]=[CH:12][CH:11]=2)=[O:7])=[CH:4][N:3]=1. The yield is 0.620.